From a dataset of Reaction yield outcomes from USPTO patents with 853,638 reactions. Predict the reaction yield, written as a fraction of the theoretical maximum amount of product (1.0 means a 100% yield; for example, 0.34 means a 34% yield). (1) The reactants are O=P(Cl)(Cl)Cl.[N+:6]([C:9]1[CH:14]=[CH:13][CH:12]=[CH:11][C:10]=1[C:15]1[N:16]=[C:17]2[CH:22]=[CH:21][CH:20]=[CH:19][N:18]2[CH:23]=1)([O-:8])=[O:7].CN([CH:27]=[O:28])C. The catalyst is [OH-].[Na+]. The product is [N+:6]([C:9]1[CH:14]=[CH:13][CH:12]=[CH:11][C:10]=1[C:15]1[N:16]=[C:17]2[CH:22]=[CH:21][CH:20]=[CH:19][N:18]2[C:23]=1[CH:27]=[O:28])([O-:8])=[O:7]. The yield is 0.920. (2) The reactants are O[CH:2]([C:4]1[O:5][C:6](=[O:27])[C:7]2[C:12]([C:13]=1[C:14]1[CH:19]=[CH:18][C:17]([CH2:20][N:21]3[CH2:26][CH2:25][CH2:24][CH2:23][CH2:22]3)=[CH:16][CH:15]=1)=[CH:11][CH:10]=[CH:9][CH:8]=2)[CH3:3].[F:28][C:29]1[CH:30]=[C:31]([C:37]2[C:45]3[C:40](=[N:41][CH:42]=[N:43][C:44]=3[NH2:46])[NH:39][N:38]=2)[CH:32]=[C:33]([O:35][CH3:36])[CH:34]=1. No catalyst specified. The product is [NH2:46][C:44]1[N:43]=[CH:42][N:41]=[C:40]2[N:39]([CH:2]([C:4]3[O:5][C:6](=[O:27])[C:7]4[C:12]([C:13]=3[C:14]3[CH:15]=[CH:16][C:17]([CH2:20][N:21]5[CH2:22][CH2:23][CH2:24][CH2:25][CH2:26]5)=[CH:18][CH:19]=3)=[CH:11][CH:10]=[CH:9][CH:8]=4)[CH3:3])[N:38]=[C:37]([C:31]3[CH:32]=[C:33]([O:35][CH3:36])[CH:34]=[C:29]([F:28])[CH:30]=3)[C:45]=12. The yield is 0.710. (3) The catalyst is C(#N)C. The reactants are Cl[C:2]([O:4][C:5]1[CH:10]=[CH:9][CH:8]=[CH:7][CH:6]=1)=[O:3].[CH3:11][S:12][C:13]1[C:14]([N:26]2[CH2:31][CH2:30][O:29][CH2:28][CH2:27]2)=[N:15][C:16]([C:19]2[CH:24]=[CH:23][C:22]([NH2:25])=[CH:21][CH:20]=2)=[N:17][CH:18]=1.C([O-])(O)=O.[Na+]. The product is [CH3:11][S:12][C:13]1[C:14]([N:26]2[CH2:31][CH2:30][O:29][CH2:28][CH2:27]2)=[N:15][C:16]([C:19]2[CH:24]=[CH:23][C:22]([NH:25][C:2](=[O:3])[O:4][C:5]3[CH:10]=[CH:9][CH:8]=[CH:7][CH:6]=3)=[CH:21][CH:20]=2)=[N:17][CH:18]=1. The yield is 0.800.